From a dataset of Full USPTO retrosynthesis dataset with 1.9M reactions from patents (1976-2016). Predict the reactants needed to synthesize the given product. (1) Given the product [CH3:12][O:11][C:9]1[C:10]2[C:2]([C:23]3[S:22][CH:26]=[CH:25][CH:24]=3)=[CH:3][N:4]([C@@H:13]3[O:19][C@H:18]([CH2:20][OH:21])[C@@H:16]([OH:17])[C@H:14]3[OH:15])[C:5]=2[N:6]=[CH:7][N:8]=1, predict the reactants needed to synthesize it. The reactants are: I[C:2]1[C:10]2[C:9]([O:11][CH3:12])=[N:8][CH:7]=[N:6][C:5]=2[N:4]([C@@H:13]2[O:19][C@H:18]([CH2:20][OH:21])[C@@H:16]([OH:17])[C@H:14]2[OH:15])[CH:3]=1.[S:22]1[CH:26]=[CH:25][CH:24]=[C:23]1B(O)O. (2) Given the product [CH3:1][O:2][C:3]([C:5]1([CH2:12][C:13]2[CH:14]=[CH:15][C:16]([Cl:19])=[CH:17][CH:18]=2)[CH2:9][CH2:8][C:7]([CH2:22][OH:23])([CH3:10])[C:6]1=[O:11])=[O:4], predict the reactants needed to synthesize it. The reactants are: [CH3:1][O:2][C:3]([C:5]1([CH2:12][C:13]2[CH:18]=[CH:17][C:16]([Cl:19])=[CH:15][CH:14]=2)[CH2:9][CH2:8][CH:7]([CH3:10])[C:6]1=[O:11])=[O:4].C=O.[C:22](=O)([O-])[O-:23].[K+].[K+]. (3) Given the product [CH2:26]([O:28][C:29](=[O:43])[CH2:30][CH2:31][NH:32][C:33](=[O:42])[C:34]1[CH:39]=[CH:38][C:37]([O:15][CH:8]([C:6]2[CH:5]=[CH:4][C:3]([C:16]3[CH:17]=[CH:18][C:19]([C:22]([F:23])([F:24])[F:25])=[CH:20][CH:21]=3)=[C:2]([CH3:1])[CH:7]=2)[CH2:9][CH2:10][CH2:11][CH2:12][CH2:13][CH3:14])=[C:36]([F:41])[CH:35]=1)[CH3:27], predict the reactants needed to synthesize it. The reactants are: [CH3:1][C:2]1[CH:7]=[C:6]([CH:8]([OH:15])[CH2:9][CH2:10][CH2:11][CH2:12][CH2:13][CH3:14])[CH:5]=[CH:4][C:3]=1[C:16]1[CH:21]=[CH:20][C:19]([C:22]([F:25])([F:24])[F:23])=[CH:18][CH:17]=1.[CH2:26]([O:28][C:29](=[O:43])[CH2:30][CH2:31][NH:32][C:33](=[O:42])[C:34]1[CH:39]=[CH:38][C:37](O)=[C:36]([F:41])[CH:35]=1)[CH3:27].C(P(CCCC)CCCC)CCC.C(OCC)(=O)C. (4) Given the product [C:13]1([CH3:18])[CH:14]=[CH:15][CH:16]=[CH:17][C:12]=1[C:8]1[C:9]2[C:4](=[CH:3][C:2]([B:19]([OH:23])[OH:20])=[CH:11][CH:10]=2)[CH:5]=[N:6][N:7]=1, predict the reactants needed to synthesize it. The reactants are: Cl[C:2]1[CH:3]=[C:4]2[C:9](=[CH:10][CH:11]=1)[C:8]([C:12]1[CH:17]=[CH:16][CH:15]=[CH:14][C:13]=1[CH3:18])=[N:7][N:6]=[CH:5]2.[B:19]1(B2OC(C)(C)C(C)(C)O2)[O:23]C(C)(C)C(C)(C)[O:20]1.C([O-])(=O)C.[K+].C1(P(C2CCCCC2)C2CCCCC2)CCCCC1. (5) The reactants are: [C:1]([C:5]1[CH:9]=[CH:8][NH:7][N:6]=1)([CH3:4])([CH3:3])[CH3:2].Cl[C:11]1[CH:16]=[CH:15][C:14]([C:17]([F:20])([F:19])[F:18])=[CH:13][N:12]=1.[OH-].[Na+].Cl. Given the product [C:1]([C:5]1[CH:9]=[CH:8][N:7]([C:11]2[CH:16]=[CH:15][C:14]([C:17]([F:20])([F:19])[F:18])=[CH:13][N:12]=2)[N:6]=1)([CH3:4])([CH3:3])[CH3:2], predict the reactants needed to synthesize it. (6) Given the product [C:7]([O:10][C:11]1[CH:12]=[CH:13][C:14]([C:17](=[O:26])[NH:18][C:19]2[S:20][C:21]([S:24]([CH3:25])=[O:1])=[CH:22][N:23]=2)=[CH:15][CH:16]=1)(=[O:9])[CH3:8], predict the reactants needed to synthesize it. The reactants are: [OH:1]OS([O-])=O.[K+].[C:7]([O:10][C:11]1[CH:16]=[CH:15][C:14]([C:17](=[O:26])[NH:18][C:19]2[S:20][C:21]([S:24][CH3:25])=[CH:22][N:23]=2)=[CH:13][CH:12]=1)(=[O:9])[CH3:8].